Dataset: Catalyst prediction with 721,799 reactions and 888 catalyst types from USPTO. Task: Predict which catalyst facilitates the given reaction. (1) Reactant: C1C(=O)N(O)C(=O)C1S([O-])(=O)=O.[Na+].Cl.[OH:15][CH:16]1[O:24][C@H:23]([CH2:25][OH:26])[C@@H:21]([OH:22])[C@H:19]([OH:20])[C@H:17]1[NH2:18].Cl.C(N=C=NCCCN(C)C)C. Product: [OH:15][CH:16]1[O:24][C@H:23]([CH2:25][OH:26])[C@@H:21]([OH:22])[C@H:19]([OH:20])[C@H:17]1[NH2:18]. The catalyst class is: 74. (2) Reactant: [C:1]([C:4]1[CH:9]=[CH:8][C:7]([N:10]2[C:15](=[O:16])[C:14]([CH2:17][C:18]3[CH:23]=[CH:22][C:21]([C:24]4[C:25]([C:30]#[N:31])=[CH:26][CH:27]=[CH:28][CH:29]=4)=[CH:20][CH:19]=3)=[C:13]([CH2:32][CH2:33][CH3:34])[N:12]=[C:11]2[CH2:35][CH3:36])=[CH:6][CH:5]=1)(=[O:3])[CH3:2].[CH3:37][Li].[Cl-].[NH4+]. Product: [CH2:35]([C:11]1[N:10]([C:7]2[CH:6]=[CH:5][C:4]([C:1]([OH:3])([CH3:37])[CH3:2])=[CH:9][CH:8]=2)[C:15](=[O:16])[C:14]([CH2:17][C:18]2[CH:23]=[CH:22][C:21]([C:24]3[C:25]([C:30]#[N:31])=[CH:26][CH:27]=[CH:28][CH:29]=3)=[CH:20][CH:19]=2)=[C:13]([CH2:32][CH2:33][CH3:34])[N:12]=1)[CH3:36]. The catalyst class is: 7. (3) Reactant: [Cl:1][C:2]1[CH:7]=[CH:6][C:5]([S:8]([CH2:11][C:12]2[CH:17]=[CH:16][N:15]=[CH:14][CH:13]=2)(=[O:10])=[O:9])=[CH:4][CH:3]=1.[CH:18]1(O)[CH2:22][CH2:21][CH2:20][CH2:19]1.C(C=P(CCCC)(CCCC)CCCC)#N. Product: [Cl:1][C:2]1[CH:3]=[CH:4][C:5]([S:8]([CH:11]([CH:18]2[CH2:22][CH2:21][CH2:20][CH2:19]2)[C:12]2[CH:13]=[CH:14][N:15]=[CH:16][CH:17]=2)(=[O:9])=[O:10])=[CH:6][CH:7]=1. The catalyst class is: 11. (4) Reactant: [Si:1]([O:8][CH2:9][C:10]#[C:11][CH2:12][OH:13])([C:4]([CH3:7])([CH3:6])[CH3:5])([CH3:3])[CH3:2].C(N(CC)CC)C.[CH3:21][S:22](Cl)(=[O:24])=[O:23].O. Product: [CH3:21][S:22]([O:13][CH2:12][C:11]#[C:10][CH2:9][O:8][Si:1]([C:4]([CH3:7])([CH3:6])[CH3:5])([CH3:3])[CH3:2])(=[O:24])=[O:23]. The catalyst class is: 13. (5) Reactant: [Si]([O:8][CH2:9][CH2:10][N:11]([C:22]1[CH:27]=[C:26]([CH3:28])[C:25]([N:29]2[CH2:33][CH2:32][N:31]([CH2:34][C:35]([O:37][CH2:38][CH3:39])=[O:36])[C:30]2=[O:40])=[C:24]([CH2:41][CH3:42])[CH:23]=1)[C:12]([C:14]1[C:15]([Cl:21])=[N:16][CH:17]=[N:18][C:19]=1[Cl:20])=[O:13])(C(C)(C)C)(C)C.Cl.O. Product: [Cl:20][C:19]1[C:14]([C:12]([N:11]([C:22]2[CH:27]=[C:26]([CH3:28])[C:25]([N:29]3[CH2:33][CH2:32][N:31]([CH2:34][C:35]([O:37][CH2:38][CH3:39])=[O:36])[C:30]3=[O:40])=[C:24]([CH2:41][CH3:42])[CH:23]=2)[CH2:10][CH2:9][OH:8])=[O:13])=[C:15]([Cl:21])[N:16]=[CH:17][N:18]=1. The catalyst class is: 14. (6) Reactant: [F:1][C:2]([F:54])([F:53])[C:3]1[CH:4]=[C:5]([C:13]([CH3:52])([CH3:51])[C:14]([N:16]([C:18]2[CH:19]=[N:20][C:21]([N:32]3[C@H:41]([CH2:42][O:43][Si:44]([C:47]([CH3:50])([CH3:49])[CH3:48])([CH3:46])[CH3:45])[CH2:40][N:39]4[C@H:34]([CH2:35][O:36][CH2:37][CH2:38]4)[CH2:33]3)=[CH:22][C:23]=2[C:24]2[CH:29]=[CH:28][CH:27]=[CH:26][C:25]=2[CH:30]=[O:31])[CH3:17])=[O:15])[CH:6]=[C:7]([C:9]([F:12])([F:11])[F:10])[CH:8]=1.[BH4-].[Na+]. Product: [F:54][C:2]([F:1])([F:53])[C:3]1[CH:4]=[C:5]([C:13]([CH3:52])([CH3:51])[C:14]([N:16]([C:18]2[CH:19]=[N:20][C:21]([N:32]3[C@H:41]([CH2:42][O:43][Si:44]([C:47]([CH3:48])([CH3:50])[CH3:49])([CH3:45])[CH3:46])[CH2:40][N:39]4[C@H:34]([CH2:35][O:36][CH2:37][CH2:38]4)[CH2:33]3)=[CH:22][C:23]=2[C:24]2[CH:29]=[CH:28][CH:27]=[CH:26][C:25]=2[CH2:30][OH:31])[CH3:17])=[O:15])[CH:6]=[C:7]([C:9]([F:10])([F:12])[F:11])[CH:8]=1. The catalyst class is: 1.